Dataset: Full USPTO retrosynthesis dataset with 1.9M reactions from patents (1976-2016). Task: Predict the reactants needed to synthesize the given product. (1) Given the product [C:1]([O:4][C@@H:5]1[C@@H:18]([O:19][C:20](=[O:22])[CH3:21])[C@H:17]([O:23][C:24](=[O:26])[CH3:25])[CH2:16][S:15][C@H:6]1[O:7][C:8]1[CH:9]=[N:10][C:11]([C:31]2[CH:32]=[N:33][C:28]([CH3:27])=[CH:29][CH:30]=2)=[CH:12][CH:13]=1)(=[O:3])[CH3:2], predict the reactants needed to synthesize it. The reactants are: [C:1]([O:4][C@@H:5]1[C@@H:18]([O:19][C:20](=[O:22])[CH3:21])[C@H:17]([O:23][C:24](=[O:26])[CH3:25])[CH2:16][S:15][C@H:6]1[O:7][C:8]1[CH:9]=[N:10][C:11](Br)=[CH:12][CH:13]=1)(=[O:3])[CH3:2].[CH3:27][C:28]1[N:33]=[CH:32][C:31](B(O)O)=[CH:30][CH:29]=1. (2) Given the product [CH3:1][O:2][CH2:3][CH2:4][O:5][CH2:6][C:7]([C:10]1[CH:15]=[CH:14][C:13]([NH2:16])=[CH:12][CH:11]=1)([CH3:9])[CH3:8], predict the reactants needed to synthesize it. The reactants are: [CH3:1][O:2][CH2:3][CH2:4][O:5][CH2:6][C:7]([C:10]1[CH:15]=[CH:14][C:13]([N+:16]([O-])=O)=[CH:12][CH:11]=1)([CH3:9])[CH3:8]. (3) Given the product [F:1][C:2]([F:11])([F:12])[O:3][C:4]1[CH:5]=[C:6]([N:7]2[CH:13]=[C:33]([C:32]([OH:35])=[O:34])[N:23]=[CH:26]2)[CH:8]=[CH:9][CH:10]=1, predict the reactants needed to synthesize it. The reactants are: [F:1][C:2]([F:12])([F:11])[O:3][C:4]1[CH:5]=[C:6]([CH:8]=[CH:9][CH:10]=1)[NH2:7].[CH:13](OCC)(OCC)OCC.[N+:23]([CH2:26]C(OCC)=O)([O-])=O.[C:32]([OH:35])(=[O:34])[CH3:33]. (4) Given the product [C:1]1([CH3:11])[CH:2]=[CH:3][C:4]([S:7]([OH:10])(=[O:8])=[O:9])=[CH:5][CH:6]=1.[CH:12]1([NH:15][C:16](=[O:44])[C:17]2[CH:22]=[CH:21][C:20]([CH3:23])=[C:19]([N:24]3[C:33](=[O:34])[C:32]4[C:27](=[CH:28][CH:29]=[C:30]([N:35]5[CH2:36][CH2:37][N:38]([CH:41]([CH3:42])[CH3:43])[CH2:39][CH2:40]5)[CH:31]=4)[N:26]=[CH:25]3)[CH:18]=2)[CH2:14][CH2:13]1, predict the reactants needed to synthesize it. The reactants are: [C:1]1([CH3:11])[CH:6]=[CH:5][C:4]([S:7]([OH:10])(=[O:9])=[O:8])=[CH:3][CH:2]=1.[CH:12]1([NH:15][C:16](=[O:44])[C:17]2[CH:22]=[CH:21][C:20]([CH3:23])=[C:19]([N:24]3[C:33](=[O:34])[C:32]4[C:27](=[CH:28][CH:29]=[C:30]([N:35]5[CH2:40][CH2:39][N:38]([CH:41]([CH3:43])[CH3:42])[CH2:37][CH2:36]5)[CH:31]=4)[N:26]=[CH:25]3)[CH:18]=2)[CH2:14][CH2:13]1. (5) The reactants are: [CH:1]1([N:6]2[CH2:12][C:11]3([CH2:14][CH2:13]3)[C:10](=[O:15])[N:9]([CH3:16])[C:8]3[CH:17]=[N:18][C:19]([NH:21][C:22]4[CH:30]=[CH:29][C:25]([C:26](O)=[O:27])=[CH:24][C:23]=4[O:31][CH3:32])=[N:20][C:7]2=3)[CH2:5][CH2:4][CH2:3][CH2:2]1.CCN(C(C)C)C(C)C.CN(C(ON1N=NC2C=CC=CC1=2)=[N+](C)C)C.[B-](F)(F)(F)F.Cl.Cl.[NH2:66][C@H:67]1[CH:72]2[CH2:73][CH2:74][N:69]([CH2:70][CH2:71]2)[CH2:68]1. Given the product [CH:1]1([N:6]2[CH2:12][C:11]3([CH2:13][CH2:14]3)[C:10](=[O:15])[N:9]([CH3:16])[C:8]3[CH:17]=[N:18][C:19]([NH:21][C:22]4[CH:30]=[CH:29][C:25]([C:26]([NH:66][C@H:67]5[CH:72]6[CH2:73][CH2:74][N:69]([CH2:70][CH2:71]6)[CH2:68]5)=[O:27])=[CH:24][C:23]=4[O:31][CH3:32])=[N:20][C:7]2=3)[CH2:5][CH2:4][CH2:3][CH2:2]1, predict the reactants needed to synthesize it. (6) Given the product [OH:20][CH2:21][C:22]([NH:25][S:26]([C:29]1[CH:30]=[N:31][CH:32]=[C:33]([C:18]#[C:17][C:14]2[N:12]3[CH:13]=[C:8]([C:5]4[CH:4]=[CH:3][C:2]([Cl:1])=[CH:7][CH:6]=4)[CH:9]=[C:10]([CH3:19])[C:11]3=[N:16][CH:15]=2)[CH:34]=1)(=[O:28])=[O:27])([CH3:24])[CH3:23], predict the reactants needed to synthesize it. The reactants are: [Cl:1][C:2]1[CH:7]=[CH:6][C:5]([C:8]2[CH:9]=[C:10]([CH3:19])[C:11]3[N:12]([C:14]([C:17]#[CH:18])=[CH:15][N:16]=3)[CH:13]=2)=[CH:4][CH:3]=1.[OH:20][CH2:21][C:22]([NH:25][S:26]([C:29]1[CH:30]=[N:31][CH:32]=[C:33](Br)[CH:34]=1)(=[O:28])=[O:27])([CH3:24])[CH3:23]. (7) Given the product [C:1]([NH:4][C:5]1[CH:14]=[CH:13][C:8]([C:9]([O:11][CH3:12])=[O:10])=[CH:7][C:6]=1[O:15][CH2:29][C@@H:30]1[CH2:32][O:31]1)(=[O:3])[CH3:2], predict the reactants needed to synthesize it. The reactants are: [C:1]([NH:4][C:5]1[CH:14]=[CH:13][C:8]([C:9]([O:11][CH3:12])=[O:10])=[CH:7][C:6]=1[OH:15])(=[O:3])[CH3:2].[N+](C1C=C(S(O[CH2:29][C@@H:30]2[CH2:32][O:31]2)(=O)=O)C=CC=1)([O-])=O.C(=O)([O-])[O-].[Cs+].[Cs+]. (8) The reactants are: [N:1]([CH2:4][CH:5]1[O:9][N:8]=[C:7]([C:10]2[CH:15]=[CH:14][C:13]([Br:16])=[CH:12][N:11]=2)[CH2:6]1)=[N+]=[N-].[C:17]([OH:20])(=S)[CH3:18]. Given the product [Br:16][C:13]1[CH:14]=[CH:15][C:10]([C:7]2[CH2:6][CH:5]([CH2:4][NH:1][C:17](=[O:20])[CH3:18])[O:9][N:8]=2)=[N:11][CH:12]=1, predict the reactants needed to synthesize it.